This data is from Catalyst prediction with 721,799 reactions and 888 catalyst types from USPTO. The task is: Predict which catalyst facilitates the given reaction. (1) Reactant: Br[C:2]1[CH:11]=[C:10]2[C:5]([CH:6]=[C:7]([NH:12][C:13]([CH:15]3[CH2:17][CH2:16]3)=[O:14])[N:8]=[CH:9]2)=[CH:4][CH:3]=1.N1C2C(=CC=C3C=2N=CC=C3)C=CC=1.C(=O)([O-])[O-].[Cs+].[Cs+].[CH2:38]([OH:41])[CH2:39][OH:40]. Product: [OH:40][CH2:39][CH2:38][O:41][C:2]1[CH:11]=[C:10]2[C:5]([CH:6]=[C:7]([NH:12][C:13]([CH:15]3[CH2:17][CH2:16]3)=[O:14])[N:8]=[CH:9]2)=[CH:4][CH:3]=1. The catalyst class is: 205. (2) Reactant: [H-].[Na+].[F:3][C:4]1[CH:9]=[C:8]([F:10])[CH:7]=[CH:6][C:5]=1[SH:11].Cl[C:13]1[CH:14]=[CH:15][C:16]2[N:17]([CH:19]=[CH:20][C:21](=[O:31])[C:22]=2[C:23]2[C:28]([F:29])=[CH:27][CH:26]=[CH:25][C:24]=2[F:30])[N:18]=1. Product: [F:29][C:28]1[CH:27]=[CH:26][CH:25]=[C:24]([F:30])[C:23]=1[C:22]1[C:21](=[O:31])[CH:20]=[CH:19][N:17]2[C:16]=1[CH:15]=[CH:14][C:13]([S:11][C:5]1[CH:6]=[CH:7][C:8]([F:10])=[CH:9][C:4]=1[F:3])=[N:18]2. The catalyst class is: 1. (3) Reactant: [I:1][C:2]1[CH:3]=[C:4]2[C:9](=[CH:10][CH:11]=1)[C:8](=[O:12])[NH:7][C:6](=[O:13])[C:5]2=[CH:14]OC.[CH3:17][N:18]1[CH2:23][CH2:22][N:21]([C:24]2[N:29]=[CH:28][C:27]([NH2:30])=[CH:26][N:25]=2)[CH2:20][CH2:19]1. Product: [I:1][C:2]1[CH:3]=[C:4]2[C:9](=[CH:10][CH:11]=1)[C:8](=[O:12])[NH:7][C:6](=[O:13])/[C:5]/2=[CH:14]\[NH:30][C:27]1[CH:26]=[N:25][C:24]([N:21]2[CH2:22][CH2:23][N:18]([CH3:17])[CH2:19][CH2:20]2)=[N:29][CH:28]=1. The catalyst class is: 9. (4) Reactant: [CH2:1]([C@@:4]1([C:26]2[CH:31]=[CH:30][C:29]([F:32])=[CH:28][CH:27]=2)[O:9][C:8](=[O:10])[N:7]([C@H:11]([C:13]2[CH:18]=[CH:17][C:16]([C:19]3[C:20](=[O:25])[NH:21][CH:22]=[CH:23][CH:24]=3)=[CH:15][CH:14]=2)[CH3:12])[CH2:6][CH2:5]1)[CH:2]=[CH2:3].[H-].[Na+].I[CH3:36]. Product: [CH2:1]([C@@:4]1([C:26]2[CH:31]=[CH:30][C:29]([F:32])=[CH:28][CH:27]=2)[O:9][C:8](=[O:10])[N:7]([C@H:11]([C:13]2[CH:14]=[CH:15][C:16]([C:19]3[C:20](=[O:25])[N:21]([CH3:36])[CH:22]=[CH:23][CH:24]=3)=[CH:17][CH:18]=2)[CH3:12])[CH2:6][CH2:5]1)[CH:2]=[CH2:3]. The catalyst class is: 3. (5) Reactant: [CH3:1][N:2]1[C:6]([NH2:7])=[CH:5][C:4]([CH3:8])=[N:3]1.[Cl:9][C:10]1[CH:17]=[CH:16][C:13]([CH:14]=O)=[C:12]([CH3:18])[CH:11]=1.CC1C=CC(S(O)(=O)=O)=CC=1.[SH:30][CH:31]([C:38](=O)[CH3:39])[CH2:32][C:33]([O:35][CH2:36][CH3:37])=[O:34].C([O-])(O)=O.[Na+]. Product: [Cl:9][C:10]1[CH:17]=[CH:16][C:13]([CH:14]2[S:30][CH:31]([CH2:32][C:33]([O:35][CH2:36][CH3:37])=[O:34])[C:38]([CH3:39])=[N:7][C:6]3[N:2]([CH3:1])[N:3]=[C:4]([CH3:8])[C:5]2=3)=[C:12]([CH3:18])[CH:11]=1. The catalyst class is: 291. (6) Reactant: [CH3:1][O:2][C:3]1[C:12]2[CH2:13][NH:14][C:15](=[O:16])[C:11]=2[C:10]([O:17][CH2:18][C:19]2[CH:24]=[CH:23][C:22]([O:25][CH3:26])=[CH:21][CH:20]=2)=[C:9]2[C:4]=1[CH:5]=[CH:6][CH:7]=[N:8]2.[H-].[Na+].[F:29][C:30]([F:40])([F:39])[C:31]1[CH:38]=[CH:37][C:34]([CH2:35]Br)=[CH:33][CH:32]=1. Product: [CH3:1][O:2][C:3]1[C:12]2[CH2:13][N:14]([CH2:35][C:34]3[CH:33]=[CH:32][C:31]([C:30]([F:29])([F:39])[F:40])=[CH:38][CH:37]=3)[C:15](=[O:16])[C:11]=2[C:10]([O:17][CH2:18][C:19]2[CH:24]=[CH:23][C:22]([O:25][CH3:26])=[CH:21][CH:20]=2)=[C:9]2[C:4]=1[CH:5]=[CH:6][CH:7]=[N:8]2. The catalyst class is: 9.